Dataset: Forward reaction prediction with 1.9M reactions from USPTO patents (1976-2016). Task: Predict the product of the given reaction. (1) The product is: [Br:16][C:13]1[CH:14]=[CH:15][C:10]([C:9]2[O:8][N:7]=[C:6]([CH3:17])[C:5]=2[C:3](=[O:4])[CH2:2][S:25][C:21]2[CH:20]=[C:19]([CH3:18])[CH:24]=[CH:23][CH:22]=2)=[CH:11][CH:12]=1. Given the reactants Br[CH2:2][C:3]([C:5]1[C:6]([CH3:17])=[N:7][O:8][C:9]=1[C:10]1[CH:15]=[CH:14][C:13]([Br:16])=[CH:12][CH:11]=1)=[O:4].[CH3:18][C:19]1[CH:24]=[CH:23][CH:22]=[C:21]([SH:25])[CH:20]=1, predict the reaction product. (2) Given the reactants [C:1]([O:5][C:6]([N:8]1[CH2:13][CH2:12][CH:11]([NH:14][C:15]2[CH:20]=[CH:19][C:18]([C:21]3([CH3:26])[O:25][CH2:24][CH2:23][O:22]3)=[CH:17][CH:16]=2)[CH2:10][CH2:9]1)=[O:7])([CH3:4])([CH3:3])[CH3:2].[Cl:27][C:28]1[CH:29]=[CH:30][C:31]([F:36])=[C:32]([CH:35]=1)[CH2:33]Br, predict the reaction product. The product is: [C:1]([O:5][C:6]([N:8]1[CH2:9][CH2:10][CH:11]([N:14]([CH2:33][C:32]2[CH:35]=[C:28]([Cl:27])[CH:29]=[CH:30][C:31]=2[F:36])[C:15]2[CH:20]=[CH:19][C:18]([C:21]3([CH3:26])[O:22][CH2:23][CH2:24][O:25]3)=[CH:17][CH:16]=2)[CH2:12][CH2:13]1)=[O:7])([CH3:4])([CH3:2])[CH3:3]. (3) Given the reactants [OH:1][C:2]1[CH:10]=[C:9]([N:11]2[CH2:16][CH2:15][O:14][CH2:13][CH2:12]2)[CH:8]=[CH:7][C:3]=1[C:4]([NH2:6])=O.[Si](Cl)(C(C)(C)C)(C)C.CCN(C(C)C)C(C)C.COC1C=CC(P2(SP(C3C=CC(OC)=CC=3)(=S)S2)=[S:43])=CC=1.[F-].C([N+](C)(C)C)C1C=CC=CC=1, predict the reaction product. The product is: [OH:1][C:2]1[CH:10]=[C:9]([N:11]2[CH2:16][CH2:15][O:14][CH2:13][CH2:12]2)[CH:8]=[CH:7][C:3]=1[C:4]([NH2:6])=[S:43]. (4) The product is: [CH2:1]([O:5][C:6]1[C:15]2[C:10](=[CH:11][CH:12]=[C:13](/[CH:16]=[CH:17]/[C:18]([NH2:39])=[O:19])[CH:14]=2)[C:9](=[O:21])[N:8]([CH2:22][C:23]([CH3:24])([CH3:25])[CH3:26])[C:7]=1[CH2:27][NH:28][C:29]([O:31][C:32]([CH3:35])([CH3:34])[CH3:33])=[O:30])[CH2:2][CH2:3][CH3:4]. Given the reactants [CH2:1]([O:5][C:6]1[C:15]2[C:10](=[CH:11][CH:12]=[C:13](/[CH:16]=[CH:17]/[C:18](O)=[O:19])[CH:14]=2)[C:9](=[O:21])[N:8]([CH2:22][C:23]([CH3:26])([CH3:25])[CH3:24])[C:7]=1[CH2:27][NH:28][C:29]([O:31][C:32]([CH3:35])([CH3:34])[CH3:33])=[O:30])[CH2:2][CH2:3][CH3:4].Cl.C([N:39]=C=NCCCN(C)C)C.[NH4+].ON1C2C=CC=CC=2N=N1.O, predict the reaction product.